From a dataset of Full USPTO retrosynthesis dataset with 1.9M reactions from patents (1976-2016). Predict the reactants needed to synthesize the given product. (1) Given the product [Cl:1][C:2]1[CH:10]=[CH:9][CH:8]=[C:7]2[C:3]=1[CH2:4][CH2:5][N:6]2[C@@H:21]1[O:22][C@H:13]([CH2:12][OH:11])[C@@H:15]([OH:16])[C@H:17]([OH:18])[C@H:19]1[OH:20], predict the reactants needed to synthesize it. The reactants are: [Cl:1][C:2]1[CH:10]=[CH:9][CH:8]=[C:7]2[C:3]=1[CH2:4][CH2:5][NH:6]2.[O:11]=[CH:12][C@@H:13]([C@H:15]([C@@H:17]([C@@H:19]([CH2:21][OH:22])[OH:20])[OH:18])[OH:16])O.O. (2) Given the product [C:1]([O:5][C:6]([NH:8][C@H:9]1[CH2:18][CH2:17][C:16]2[C:11](=[CH:12][C:13]([O:19][CH2:20][C:21]([N:26]([CH2:27][CH3:28])[CH2:24][CH3:25])=[O:22])=[CH:14][CH:15]=2)[CH2:10]1)=[O:7])([CH3:4])([CH3:3])[CH3:2], predict the reactants needed to synthesize it. The reactants are: [C:1]([O:5][C:6]([NH:8][C@H:9]1[CH2:18][CH2:17][C:16]2[C:11](=[CH:12][C:13]([O:19][CH2:20][C:21](O)=[O:22])=[CH:14][CH:15]=2)[CH2:10]1)=[O:7])([CH3:4])([CH3:3])[CH3:2].[CH2:24]([NH:26][CH2:27][CH3:28])[CH3:25].F[P-](F)(F)(F)(F)F.N1(O[P+](N(C)C)(N(C)C)N(C)C)C2C=CC=CC=2N=N1.C(N(CC)CC)C. (3) Given the product [Br:1][C:2]1[CH:3]=[C:4]2[C:9](=[CH:10][CH:11]=1)[CH:8]=[C:7]([O:12][CH2:15][CH2:16][N:17]1[CH2:22][CH2:21][O:20][CH2:19][CH2:18]1)[CH:6]=[CH:5]2, predict the reactants needed to synthesize it. The reactants are: [Br:1][C:2]1[CH:3]=[C:4]2[C:9](=[CH:10][CH:11]=1)[CH:8]=[C:7]([OH:12])[CH:6]=[CH:5]2.Cl.Cl[CH2:15][CH2:16][N:17]1[CH2:22][CH2:21][O:20][CH2:19][CH2:18]1.C(=O)([O-])[O-].[K+].[K+]. (4) Given the product [CH3:24][NH:25][C:20]([C:17]1[S:16][C:15]([CH2:14][CH2:13][C:12]2[C:8]([C:5]3[CH:4]=[CH:3][C:2]([F:1])=[CH:7][N:6]=3)=[N:9][O:10][C:11]=2[CH3:23])=[N:19][CH:18]=1)=[O:22], predict the reactants needed to synthesize it. The reactants are: [F:1][C:2]1[CH:3]=[CH:4][C:5]([C:8]2[C:12]([CH2:13][CH2:14][C:15]3[S:16][C:17]([C:20]([OH:22])=O)=[CH:18][N:19]=3)=[C:11]([CH3:23])[O:10][N:9]=2)=[N:6][CH:7]=1.[CH3:24][NH2:25].